Dataset: Catalyst prediction with 721,799 reactions and 888 catalyst types from USPTO. Task: Predict which catalyst facilitates the given reaction. (1) Reactant: [Br:1][C:2]1[N:3]=[C:4]([CH:16]([OH:24])[CH2:17][C:18]2[CH:23]=[CH:22][CH:21]=[CH:20][CH:19]=2)[N:5]([CH2:8][O:9][CH2:10][CH2:11][Si:12]([CH3:15])([CH3:14])[CH3:13])[C:6]=1[Br:7]. Product: [Br:1][C:2]1[N:3]=[C:4]([C:16](=[O:24])[CH2:17][C:18]2[CH:19]=[CH:20][CH:21]=[CH:22][CH:23]=2)[N:5]([CH2:8][O:9][CH2:10][CH2:11][Si:12]([CH3:15])([CH3:14])[CH3:13])[C:6]=1[Br:7]. The catalyst class is: 158. (2) Reactant: [Br:1][C:2]1[C:10]2[N:9](C(OC(C)(C)C)=O)[CH:8]3[CH2:18][CH2:19][N:20](C(OC(C)(C)C)=O)[CH2:21][CH:7]3[C:6]=2[CH:5]=[C:4]([C:29]2[CH:34]=[CH:33][C:32]([Cl:35])=[CH:31][C:30]=2[Cl:36])[CH:3]=1.FC(F)(F)C(O)=O. Product: [Br:1][C:2]1[C:10]2[NH:9][CH:8]3[CH2:18][CH2:19][NH:20][CH2:21][CH:7]3[C:6]=2[CH:5]=[C:4]([C:29]2[CH:34]=[CH:33][C:32]([Cl:35])=[CH:31][C:30]=2[Cl:36])[CH:3]=1. The catalyst class is: 2. (3) Reactant: [CH:1]1([C:4]2[CH:9]=[CH:8][N:7]=[CH:6][C:5]=2[N:10](S(C)(=O)=O)[S:11]([CH3:14])(=[O:13])=[O:12])[CH2:3][CH2:2]1.[OH-].[Na+]. Product: [CH:1]1([C:4]2[CH:9]=[CH:8][N:7]=[CH:6][C:5]=2[NH:10][S:11]([CH3:14])(=[O:12])=[O:13])[CH2:3][CH2:2]1. The catalyst class is: 7. (4) Reactant: C[O:2][C:3](=[O:22])[C:4]1[CH:13]=[C:12]([NH:14][C:15]2[CH:20]=[CH:19][CH:18]=[CH:17][CH:16]=2)[C:7]([C:8]([O:10]C)=[O:9])=[CH:6][C:5]=1[F:21].O.[OH-].[Li+]. Product: [F:21][C:5]1[CH:6]=[C:7]([C:8]([OH:10])=[O:9])[C:12]([NH:14][C:15]2[CH:20]=[CH:19][CH:18]=[CH:17][CH:16]=2)=[CH:13][C:4]=1[C:3]([OH:22])=[O:2]. The catalyst class is: 200. (5) The catalyst class is: 349. Reactant: C([O:8][C:9]1[C:14]([C:15]([O:17][CH3:18])=[O:16])=[CH:13][C:12]([C:19]([O:21][CH3:22])=[O:20])=[C:11]([CH2:23][CH2:24][CH3:25])[N:10]=1)C1C=CC=CC=1.C1COCC1.[H][H]. Product: [OH:8][C:9]1[C:14]([C:15]([O:17][CH3:18])=[O:16])=[CH:13][C:12]([C:19]([O:21][CH3:22])=[O:20])=[C:11]([CH2:23][CH2:24][CH3:25])[N:10]=1. (6) Reactant: C([O:3][C:4](=[O:24])[CH2:5][CH:6]1[O:10][B:9]([OH:11])[C:8]2[CH:12]=[C:13]([O:17][C:18]3[CH:23]=[CH:22][N:21]=[CH:20][N:19]=3)[CH:14]=[C:15]([CH3:16])[C:7]1=2)C.[Li+].[OH-].Cl. Product: [OH:11][B:9]1[C:8]2[CH:12]=[C:13]([O:17][C:18]3[CH:23]=[CH:22][N:21]=[CH:20][N:19]=3)[CH:14]=[C:15]([CH3:16])[C:7]=2[CH:6]([CH2:5][C:4]([OH:24])=[O:3])[O:10]1. The catalyst class is: 731. (7) Reactant: COCCOCCOC.[CH2:10]([N:13]1[C:17](=[O:18])[CH2:16][NH:15][C:14]1=[S:19])[CH:11]=[CH2:12].N1CCOCC1.[CH:26](=O)[CH2:27][CH2:28][CH3:29]. Product: [CH2:10]([N:13]1[C:17](=[O:18])[C:16](=[CH:26][CH2:27][CH2:28][CH3:29])[NH:15][C:14]1=[S:19])[CH:11]=[CH2:12]. The catalyst class is: 13. (8) Reactant: [OH:1][C@@H:2]1[CH:19]2[C@:14]([CH3:21])([CH2:15][CH2:16][C:17](=[O:20])[CH2:18]2)[C@@H:13]2[C@H:4]([C@H:5]3[C@@:9]([CH2:11][CH2:12]2)([CH3:10])[C:8](=[O:22])[CH2:7][CH2:6]3)[CH2:3]1.[CH3:23][C:24](OC(C)=O)=[O:25]. Product: [C:24]([O:1][C@@H:2]1[CH:19]2[C@:14]([CH3:21])([CH2:15][CH2:16][C:17](=[O:20])[CH2:18]2)[C@@H:13]2[C@H:4]([C@H:5]3[C@@:9]([CH2:11][CH2:12]2)([CH3:10])[C:8](=[O:22])[CH2:7][CH2:6]3)[CH2:3]1)(=[O:25])[CH3:23]. The catalyst class is: 383. (9) Product: [CH3:15][C@H:4]1[C@H:3]([CH3:16])[C@@H:2]([NH:1][C:18]2[CH:19]=[C:20]([CH3:24])[CH:21]=[CH:22][CH:23]=2)[C:11]2[C:6](=[CH:7][CH:8]=[CH:9][CH:10]=2)[N:5]1[C:12](=[O:14])[CH3:13]. The catalyst class is: 102. Reactant: [NH2:1][C@H:2]1[C:11]2[C:6](=[CH:7][CH:8]=[CH:9][CH:10]=2)[N:5]([C:12](=[O:14])[CH3:13])[C@@H:4]([CH3:15])[C@@H:3]1[CH3:16].Br[C:18]1[CH:23]=[CH:22][CH:21]=[C:20]([CH3:24])[CH:19]=1.CN(C1C(C2C(P(C3CCCCC3)C3CCCCC3)=CC=CC=2)=CC=CC=1)C.CC(C)([O-])C.[Na+].